Dataset: Peptide-MHC class II binding affinity with 134,281 pairs from IEDB. Task: Regression. Given a peptide amino acid sequence and an MHC pseudo amino acid sequence, predict their binding affinity value. This is MHC class II binding data. (1) The peptide sequence is PYGATISATPEWATP. The MHC is HLA-DQA10104-DQB10503 with pseudo-sequence HLA-DQA10104-DQB10503. The binding affinity (normalized) is 0.136. (2) The peptide sequence is KLIGGIGGFVKVRQYDQILI. The MHC is HLA-DPA10201-DPB10101 with pseudo-sequence HLA-DPA10201-DPB10101. The binding affinity (normalized) is 0.409. (3) The peptide sequence is YVLSSLHIYWGKE. The MHC is DRB5_0101 with pseudo-sequence DRB5_0101. The binding affinity (normalized) is 0.195. (4) The MHC is DRB3_0301 with pseudo-sequence DRB3_0301. The peptide sequence is GWGNGCGLFGKGSIV. The binding affinity (normalized) is 0.405. (5) The peptide sequence is DRASYRAHWQDDDVT. The MHC is HLA-DQA10301-DQB10302 with pseudo-sequence HLA-DQA10301-DQB10302. The binding affinity (normalized) is 0.235. (6) The peptide sequence is TNEPTAAAIAYGLDR. The MHC is HLA-DQA10501-DQB10301 with pseudo-sequence HLA-DQA10501-DQB10301. The binding affinity (normalized) is 0.675. (7) The peptide sequence is FDGPRTNTILEDNNEVEV. The MHC is DRB1_0404 with pseudo-sequence DRB1_0404. The binding affinity (normalized) is 0.223. (8) The peptide sequence is SRTIYRGVSPSTTRLES. The MHC is DRB1_1302 with pseudo-sequence DRB1_1302. The binding affinity (normalized) is 0.409. (9) The peptide sequence is KITQWLETKGVERLKRM. The MHC is DRB4_0101 with pseudo-sequence DRB4_0103. The binding affinity (normalized) is 0.110. (10) The peptide sequence is SRVLNYDFNKLTALA. The MHC is H-2-IAb with pseudo-sequence H-2-IAb. The binding affinity (normalized) is 0.227.